The task is: Predict the reactants needed to synthesize the given product.. This data is from Full USPTO retrosynthesis dataset with 1.9M reactions from patents (1976-2016). (1) Given the product [Br:1][C:2]1[CH:3]=[C:4]([CH:9]=[C:10]([O:13][CH3:14])[CH:11]=1)[C:5]([O:7][CH3:8])=[O:6], predict the reactants needed to synthesize it. The reactants are: [Br:1][C:2]1[CH:3]=[C:4]([CH:9]=[C:10]([O:13][CH3:14])[C:11]=1N)[C:5]([O:7][CH3:8])=[O:6].N([O-])=O.[Na+].P(P(O)(O)=O)(O)(O)=O. (2) Given the product [OH:8][C:9]1[CH:14]=[C:13]([OH:15])[CH:12]=[CH:11][C:10]=1[C@@H:23]1[CH2:24][CH2:25][C@H:26]([NH:29][S:41]([CH2:37][CH2:38][CH2:39][CH3:40])(=[O:43])=[O:42])[CH2:27][CH2:28]1, predict the reactants needed to synthesize it. The reactants are: [Si]([O:8][C:9]1[CH:14]=[C:13]([O:15][Si](C(C)(C)C)(C)C)[CH:12]=[CH:11][C:10]=1[C@@H:23]1[CH2:28][CH2:27][C@H:26]([NH2:29])[CH2:25][CH2:24]1)(C(C)(C)C)(C)C.C(N(CC)CC)C.[CH2:37]([S:41](Cl)(=[O:43])=[O:42])[CH2:38][CH2:39][CH3:40].[OH-].[Na+].O.[F-].C([N+](CCCC)(CCCC)CCCC)CCC. (3) Given the product [C:15]([O:19][C:20](=[O:26])[NH:21][CH2:22][C@H:23]([OH:24])[CH2:25][NH:1][C:2]1[CH:3]=[C:4]2[C:8](=[CH:9][CH:10]=1)[N:7]([CH2:11][CH2:12][CH3:13])[C:6](=[O:14])[CH2:5]2)([CH3:17])([CH3:16])[CH3:18], predict the reactants needed to synthesize it. The reactants are: [NH2:1][C:2]1[CH:3]=[C:4]2[C:8](=[CH:9][CH:10]=1)[N:7]([CH2:11][CH2:12][CH3:13])[C:6](=[O:14])[CH2:5]2.[C:15]([O:19][C:20](=[O:26])[NH:21][CH2:22][C@H:23]1[CH2:25][O:24]1)([CH3:18])([CH3:17])[CH3:16].FC(F)(F)S([O-])(=O)=O.[Li+]. (4) Given the product [F:1][C:2]1[CH:7]=[C:6]([C:8](=[O:10])[CH2:25][C:24]([O:30][CH2:31][CH3:32])=[O:29])[CH:5]=[CH:4][N:3]=1, predict the reactants needed to synthesize it. The reactants are: [F:1][C:2]1[CH:7]=[C:6]([C:8]([OH:10])=O)[CH:5]=[CH:4][N:3]=1.C(N1C=CN=C1)(N1C=CN=C1)=O.[Mg+].[C:24]([O:30][CH2:31][CH3:32])(=[O:29])[CH2:25]C([O-])=O.Cl. (5) Given the product [F:14][C:12]1[CH:11]=[C:10]([C:15]2[CH:20]=[CH:19][C:18]([CH2:21][CH2:22][C@@H:23]([OH:41])[C@H:24]([CH2:28][CH2:29][N:30]3[C:31](=[O:40])[C:32]4[C:37](=[CH:36][CH:35]=[CH:34][CH:33]=4)[C:38]3=[O:39])[C:25]([OH:27])=[O:26])=[CH:17][CH:16]=2)[CH:9]=[C:8]([F:7])[CH:13]=1, predict the reactants needed to synthesize it. The reactants are: C(=O)([O-])[O-].[K+].[K+].[F:7][C:8]1[CH:9]=[C:10]([C:15]2[CH:20]=[CH:19][C:18]([CH2:21][CH2:22][C@@H:23]([O:41]C=O)[C@H:24]([CH2:28][CH2:29][N:30]3[C:38](=[O:39])[C:37]4[C:32](=[CH:33][CH:34]=[CH:35][CH:36]=4)[C:31]3=[O:40])[C:25]([OH:27])=[O:26])=[CH:17][CH:16]=2)[CH:11]=[C:12]([F:14])[CH:13]=1. (6) Given the product [CH3:1][O:2][C:3]1[CH:4]=[C:5]([CH:21]=[CH:22][C:23]=1[O:24][CH2:25][C:26]1[S:30][C:29]([C:31]2[CH:32]=[CH:33][CH:34]=[CH:35][CH:36]=2)=[N:28][C:27]=1[CH3:37])[CH2:6][O:7][C:8]1[C:12](/[CH:13]=[CH:38]/[P:39](=[O:46])([O:43][CH2:44][CH3:45])[O:40][CH2:41][CH3:42])=[CH:11][N:10]([C:15]2[CH:16]=[CH:17][CH:18]=[CH:19][CH:20]=2)[N:9]=1, predict the reactants needed to synthesize it. The reactants are: [CH3:1][O:2][C:3]1[CH:4]=[C:5]([CH:21]=[CH:22][C:23]=1[O:24][CH2:25][C:26]1[S:30][C:29]([C:31]2[CH:36]=[CH:35][CH:34]=[CH:33][CH:32]=2)=[N:28][C:27]=1[CH3:37])[CH2:6][O:7][C:8]1[C:12]([CH:13]=O)=[CH:11][N:10]([C:15]2[CH:20]=[CH:19][CH:18]=[CH:17][CH:16]=2)[N:9]=1.[CH2:38](P(=O)(OCC)OCC)[P:39](=[O:46])([O:43][CH2:44][CH3:45])[O:40][CH2:41][CH3:42].CN(C)C=O.[H-].[Na+].